This data is from Catalyst prediction with 721,799 reactions and 888 catalyst types from USPTO. The task is: Predict which catalyst facilitates the given reaction. Product: [Br:16][C:6]1[C:5]2[C:10](=[CH:11][C:2]([NH:1][C:21]([NH:20][CH3:19])=[O:22])=[CH:3][CH:4]=2)[C:9](=[O:12])[N:8]([CH:13]([CH3:14])[CH3:15])[N:7]=1. The catalyst class is: 1. Reactant: [NH2:1][C:2]1[CH:11]=[C:10]2[C:5]([C:6]([Br:16])=[N:7][N:8]([CH:13]([CH3:15])[CH3:14])[C:9]2=[O:12])=[CH:4][CH:3]=1.[H-].[Na+].[CH3:19][N:20]=[C:21]=[O:22].